This data is from Experimentally validated miRNA-target interactions with 360,000+ pairs, plus equal number of negative samples. The task is: Binary Classification. Given a miRNA mature sequence and a target amino acid sequence, predict their likelihood of interaction. (1) The miRNA is mmu-miR-1897-5p with sequence CUUUGGAUGGAGAAAGAGGGGG. The protein sequence of the target gene is MKQLKRKRKSNFSVQETQTLLKEITKRKEVIFSKQLNTTINVMKRMAWEEIAQCVNAVGEGEQRTGTEVKRRYLDWRALMKRKRMKANMKLVGSGFPLPTSDLDDSLTEDIDEKIAFRNDANFEWQNVADFRDAGGSLTEVKVEEEERDPQSPEFEIEEEEEMLSSVIPDSRRENELPDFPHIDEFFTLNSTPSRPTYDEPHLLMNIEKQKLELEKRRLDIEAERLQVEKERLQIEKERLRHLDLEHERLQLEKERLQIEREKWRLQLVSTEKPALENELGQGEKSMLQPQDIEAEKLKL.... Result: 0 (no interaction). (2) The miRNA is hsa-miR-6812-3p with sequence CCGCUCUUCCCCUGACCCCAG. The protein sequence of the target gene is MKASAALLCLLLTAAAFSPQGLAQPVGINTSTTCCYRFINKKIPKQRLESYRRTTSSHCPREAVIFKTKLDKEICADPTQKWVQDFMKHLDKKTQTPKL. Result: 0 (no interaction). (3) The miRNA is hsa-miR-4270 with sequence UCAGGGAGUCAGGGGAGGGC. The protein sequence of the target gene is MGEPQQVSALPPPPMQYIKEYTDENIQEGLAPKPPPPIKDSYMMFGNQFQCDDLIIRPLESQGIERLHPMQFDHKKELRKLNMSILINFLDLLDILIRSPGSIKREEKLEDLKLLFVHVHHLINEYRPHQARETLRVMMEVQKRQRLETAERFQKHLERVIEMIQNCLASLPDDLPHSEAGMRVKTEPMDADDSNNCTGQNEHQRENSGHRRDQIIEKDAALCVLIDEMNERP. Result: 1 (interaction). (4) The miRNA is mmu-miR-27a-3p with sequence UUCACAGUGGCUAAGUUCCGC. The protein sequence of the target gene is MAELVQGQSAPVGMKAEGFVDALHRVRQIAAKIDSIPHLNNSTPLVDPSVYGYGVQKRPLDDGVGNQLGALVHQRTVITEEFKVPDKMVGFIIGRGGEQISRIQAESGCKIQIASESSGIPERPCVLTGTPESIEQAKRLLGQIVDRCRNGPGFHNDIDSNSTIQEILIPASKVGLVIGRGGETIKQLQERTGVKMVMIQDGPLPTGADKPLRITGDAFKVQQAREMVLEIIREKDQADFRGVRGDFNSRMGGGSIEVSVPRFAVGIVIGRNGEMIKKIQNDAGVRIQFKPDDGISPERA.... Result: 0 (no interaction). (5) The protein sequence of the target gene is MQKPSGLKPPGRGGKHSSPMGRTSTGSASSSAAVAASSKEGSPLHKQSSGPSSSPAAAAAPEKPGPKAAEVGDDFLGDFVVGERVWVNGVKPGVVQYLGETQFAPGQWAGVVLDDPVGKNDGAVGGVRYFECPALQGIFTRPSKLTRQPTAEGSGSDAHSVESLTAQNLSLHSGTATPPLTSRVIPLRESVLNSSVKTGNESGSNLSDSGSVKRGEKDLRLGDRVLVGGTKTGVVRYVGETDFAKGEWCGVELDEPLGKNDGAVAGTRYFQCPPKFGLFAPIHKVIRIGFPSTSPAKAKK.... The miRNA is hsa-miR-6766-3p with sequence UGAUUGUCUUCCCCCACCCUCA. Result: 1 (interaction). (6) The miRNA is hsa-miR-330-5p with sequence UCUCUGGGCCUGUGUCUUAGGC. Result: 0 (no interaction). The protein sequence of the target gene is MADLLGSILSSMEKPPSLGDQESRRKAREQAARLKKLQEQDKQQKVEFRKRMEKEVSDFIQDSGQVKKKFQPMNKIERSILHDVVEVAGLTSFSFGEDDDCRYVMIFKKEFAPSDEELDSYRHGEEWDPQKAEEKRKLKELAQKQEEEAAQQGPAVVSPASDYKDKYSHLIGKGAAKDAAHMLQANKTYGCVPVANKRDTRSIEEAMNEIRAKKRLRQSGEELPTTS. (7) The miRNA is hsa-miR-548t-5p with sequence CAAAAGUGAUCGUGGUUUUUG. The protein sequence of the target gene is MPGSDTALTVDRTYSDPGRHHRCKSRVDRHDMNTLSLPLNIRRGGSDTNLNFDVPDGILDFHKVKLNADSLRQKILKVTEQIKIEQTSRDGNVAEYLKLVSSADKQQAGRIKQVFEKKNQKSAHSIAQLQKKLEQYHRKLREIEQNGVTRSSKDISKDSLKEIHHSLKDAHVKSRTAPHCLESSKSSMPGVSLTPPVFVFNKSREFANLIRNKFGSADNIAHLKNSLEEFRPEASPRAYGGSATIVNKPKYGSDDECSSGTSGSADSNGNQSFGAGGTSTLDSQGKIAKIMEELREIKVT.... Result: 0 (no interaction).